Dataset: Reaction yield outcomes from USPTO patents with 853,638 reactions. Task: Predict the reaction yield, written as a fraction of the theoretical maximum amount of product (1.0 means a 100% yield; for example, 0.34 means a 34% yield). (1) The reactants are [CH3:1][C:2](=O)[CH3:3].[ClH:5].[NH2:6][CH2:7][C@@H:8]1[CH2:12][CH2:11][N:10]([C:13]2[C:18](Br)=[CH:17][N:16]=[C:15]3[NH:20][CH:21]=[C:22]([NH:23][C:24](=[O:31])[C:25]4[CH:30]=[CH:29][CH:28]=[N:27][CH:26]=4)[C:14]=23)[CH2:9]1. No catalyst specified. The product is [ClH:5].[Cl:5][C:18]1[C:13]([N:10]2[CH2:11][CH2:12][CH2:8][C@@H:7]([NH:6][CH:2]([CH3:3])[CH3:1])[CH2:9]2)=[C:14]2[C:22]([NH:23][C:24](=[O:31])[C:25]3[CH:30]=[CH:29][CH:28]=[N:27][CH:26]=3)=[CH:21][NH:20][C:15]2=[N:16][CH:17]=1. The yield is 0.640. (2) The reactants are [Cl:1][C:2]1[C:3]([CH3:18])=[C:4]([NH:10][C@H:11]([C@@H:15]([OH:17])[CH3:16])[C:12]([OH:14])=O)[CH:5]=[CH:6][C:7]=1[C:8]#[N:9].[I:19][C:20]1[CH:29]=[CH:28][C:23]([C:24]([NH:26][NH2:27])=[O:25])=[CH:22][CH:21]=1.O.ON1C2C=CC=CC=2N=N1.Cl.CN(C)CCCN=C=NCC.CCN(CC)CC. The catalyst is C1COCC1. The product is [Cl:1][C:2]1[C:3]([CH3:18])=[C:4]([NH:10][C@H:11]([C@@H:15]([OH:17])[CH3:16])[C:12]([NH:27][NH:26][C:24](=[O:25])[C:23]2[CH:22]=[CH:21][C:20]([I:19])=[CH:29][CH:28]=2)=[O:14])[CH:5]=[CH:6][C:7]=1[C:8]#[N:9]. The yield is 0.770. (3) The reactants are [F:1][C:2]1[C:3]([N+:12]([O-:14])=[O:13])=[CH:4][C:5]2[O:9][C:8]([CH3:10])=[N:7][C:6]=2[CH:11]=1.C(O)(=O)C.[BH4-].[Na+].C(=O)(O)[O-].[Na+]. The catalyst is O1CCCC1. The product is [CH2:8]([NH:7][C:6]1[CH:11]=[C:2]([F:1])[C:3]([N+:12]([O-:14])=[O:13])=[CH:4][C:5]=1[OH:9])[CH3:10]. The yield is 0.840.